From a dataset of Full USPTO retrosynthesis dataset with 1.9M reactions from patents (1976-2016). Predict the reactants needed to synthesize the given product. Given the product [CH2:1]([OH:23])[C@H:2]1[O:7][C@H:6]([O:8][C@H:9]2[C@H:14]([OH:15])[C@@H:13]([OH:16])[C@H:12]([OH:17])[O:11][C@@H:10]2[CH2:18][OH:19])[C@H:5]([OH:20])[C@@H:4]([OH:21])[C@@H:3]1[OH:22], predict the reactants needed to synthesize it. The reactants are: [CH2:1]([OH:23])[C@H:2]1[O:7][C@H:6]([O:8][C@H:9]2[C@H:14]([OH:15])[C@@H:13]([OH:16])[C@H:12]([OH:17])[O:11][C@@H:10]2[CH2:18][OH:19])[C@H:5]([OH:20])[C@@H:4]([OH:21])[C@@H:3]1[OH:22].NCCSSCCN.Cl.C(CCP(CCC(O)=O)CCC(O)=O)(O)=O.